From a dataset of Catalyst prediction with 721,799 reactions and 888 catalyst types from USPTO. Predict which catalyst facilitates the given reaction. (1) Reactant: C1(P(N=[N+]=[N-])(C2C=CC=CC=2)=[O:8])C=CC=CC=1.C([N:20]([CH2:23]C)CC)C.[CH3:25][O:26][C:27]([CH2:29][C@:30]1([CH2:36]C(O)=O)[CH2:34][CH2:33][C@@H:32]([CH3:35])[CH2:31]1)=[O:28]. The catalyst class is: 133. Product: [CH3:25][O:26][C:27](=[O:28])[CH2:29][C@:30]1([CH2:36][N:20]=[C:23]=[O:8])[CH2:34][CH2:33][C@@H:32]([CH3:35])[CH2:31]1. (2) Product: [ClH:34].[NH:8]1[CH2:11][CH:10]([O:12][C:13]2[CH:18]=[CH:17][C:16]([N:19]3[CH2:24][CH2:23][C:22]4[N:25]=[C:26]([C:28]5[CH:29]=[CH:30][C:31]([Cl:34])=[CH:32][CH:33]=5)[S:27][C:21]=4[C:20]3=[O:35])=[CH:15][C:14]=2[O:36][CH3:37])[CH2:9]1. The catalyst class is: 366. Reactant: C(OC([N:8]1[CH2:11][CH:10]([O:12][C:13]2[CH:18]=[CH:17][C:16]([N:19]3[CH2:24][CH2:23][C:22]4[N:25]=[C:26]([C:28]5[CH:33]=[CH:32][C:31]([Cl:34])=[CH:30][CH:29]=5)[S:27][C:21]=4[C:20]3=[O:35])=[CH:15][C:14]=2[O:36][CH3:37])[CH2:9]1)=O)(C)(C)C.FC(F)(F)C(O)=O.[OH-].[Na+].Cl.O1CCOCC1. (3) Reactant: C[Si](I)(C)C.[Br:6][C:7]1[CH:8]=[C:9]2[C:13](=[CH:14][C:15]=1[C:16]1[CH:21]=[CH:20][C:19]([O:22]CC3C=CC=CC=3)=[CH:18][CH:17]=1)[NH:12][N:11]=[C:10]2[NH:30][C:31](=[O:35])[CH2:32][CH2:33][CH3:34]. Product: [Br:6][C:7]1[CH:8]=[C:9]2[C:13](=[CH:14][C:15]=1[C:16]1[CH:17]=[CH:18][C:19]([OH:22])=[CH:20][CH:21]=1)[NH:12][N:11]=[C:10]2[NH:30][C:31](=[O:35])[CH2:32][CH2:33][CH3:34]. The catalyst class is: 5. (4) Reactant: [CH3:1][C:2]([CH3:9])([CH:6]([CH3:8])[CH3:7])[CH2:3][CH2:4][OH:5].[Cr](Cl)([O-])(=O)=O.[NH+]1C=CC=CC=1. Product: [CH3:1][C:2]([CH3:9])([CH:6]([CH3:8])[CH3:7])[CH2:3][CH:4]=[O:5]. The catalyst class is: 2.